From a dataset of Reaction yield outcomes from USPTO patents with 853,638 reactions. Predict the reaction yield, written as a fraction of the theoretical maximum amount of product (1.0 means a 100% yield; for example, 0.34 means a 34% yield). (1) The reactants are C([O:3][C:4]([C:6]1[N:7]([CH2:13][O:14][CH2:15][CH2:16][Si:17]([CH3:20])([CH3:19])[CH3:18])[CH:8]=[C:9]([C:11]#[N:12])[N:10]=1)=[O:5])C.[OH-].[K+:22]. The catalyst is C(O)C. The product is [K+:22].[C:11]([C:9]1[N:10]=[C:6]([C:4]([O-:5])=[O:3])[N:7]([CH2:13][O:14][CH2:15][CH2:16][Si:17]([CH3:18])([CH3:19])[CH3:20])[CH:8]=1)#[N:12]. The yield is 1.00. (2) The reactants are CON(C)[C:4](=[O:15])[C:5]1[CH:10]=[CH:9][C:8]([C:11]([F:14])([F:13])[F:12])=[N:7][CH:6]=1.[CH3:17][Mg]Br.C1(C)C=CC=CC=1.C1COCC1. The catalyst is O1CCCC1. The product is [F:12][C:11]([F:14])([F:13])[C:8]1[N:7]=[CH:6][C:5]([C:4](=[O:15])[CH3:17])=[CH:10][CH:9]=1. The yield is 0.980. (3) The reactants are [F:1][C:2]1[CH:7]=[CH:6][C:5]([C:8]2([CH2:11][OH:12])[CH2:10][CH2:9]2)=[CH:4][CH:3]=1.[Cl:13][C:14]1[C:19]([C:20]([F:23])([F:22])[F:21])=[C:18](Cl)[CH:17]=[CH:16][N:15]=1. No catalyst specified. The product is [Cl:13][C:14]1[C:19]([C:20]([F:21])([F:22])[F:23])=[C:18]([O:12][CH2:11][C:8]2([C:5]3[CH:4]=[CH:3][C:2]([F:1])=[CH:7][CH:6]=3)[CH2:9][CH2:10]2)[CH:17]=[CH:16][N:15]=1. The yield is 0.860. (4) The reactants are [NH2:1][C:2]1[NH:6][N:5]=[CH:4][C:3]=1[CH2:7][C:8]#[N:9].[Cl:10][C:11]1[CH:16]=[CH:15][C:14]([C:17](=O)[CH2:18][C:19](OCC)=[O:20])=[CH:13][C:12]=1[O:25][CH3:26]. The catalyst is CCCCO.CC1C=CC(S(O)(=O)=O)=CC=1. The product is [Cl:10][C:11]1[CH:16]=[CH:15][C:14]([C:17]2[NH:1][C:2]3[N:6]([N:5]=[CH:4][C:3]=3[CH2:7][C:8]#[N:9])[C:19](=[O:20])[CH:18]=2)=[CH:13][C:12]=1[O:25][CH3:26]. The yield is 0.640. (5) The reactants are [C:1]([O:5][C:6]([N:8]1[CH2:16][C:15]2[C:10](=[CH:11][CH:12]=[C:13](B3OC(C)(C)C(C)(C)O3)[CH:14]=2)[CH2:9]1)=[O:7])([CH3:4])([CH3:3])[CH3:2].[F-].[K+].Cl[C:29]1[CH:34]=[CH:33][N:32]=[C:31]([CH3:35])[CH:30]=1. The catalyst is O1CCOCC1. The product is [C:1]([O:5][C:6]([N:8]1[CH2:16][C:15]2[C:10](=[CH:11][CH:12]=[C:13]([C:29]3[CH:34]=[CH:33][N:32]=[C:31]([CH3:35])[CH:30]=3)[CH:14]=2)[CH2:9]1)=[O:7])([CH3:2])([CH3:3])[CH3:4]. The yield is 0.690. (6) The reactants are [CH2:1]([N:3]([CH:24]1[CH2:29][CH2:28][O:27][CH2:26][CH2:25]1)[C:4]1[C:5]([CH3:23])=[C:6]([CH:11]=[C:12](B2OC(C)(C)C(C)(C)O2)[CH:13]=1)[C:7]([O:9][CH3:10])=[O:8])[CH3:2].Br[C:31]1[CH:32]=[CH:33][C:34]([O:37][CH:38]2[CH2:43][CH2:42][N:41]([CH3:44])[CH2:40][CH2:39]2)=[N:35][CH:36]=1.C(=O)([O-])[O-].[Na+].[Na+].C(OCC)(=O)C. The catalyst is O1CCOCC1.O.C1C=CC([P]([Pd]([P](C2C=CC=CC=2)(C2C=CC=CC=2)C2C=CC=CC=2)([P](C2C=CC=CC=2)(C2C=CC=CC=2)C2C=CC=CC=2)[P](C2C=CC=CC=2)(C2C=CC=CC=2)C2C=CC=CC=2)(C2C=CC=CC=2)C2C=CC=CC=2)=CC=1. The product is [CH2:1]([N:3]([CH:24]1[CH2:29][CH2:28][O:27][CH2:26][CH2:25]1)[C:4]1[C:5]([CH3:23])=[C:6]([CH:11]=[C:12]([C:31]2[CH:36]=[N:35][C:34]([O:37][CH:38]3[CH2:43][CH2:42][N:41]([CH3:44])[CH2:40][CH2:39]3)=[CH:33][CH:32]=2)[CH:13]=1)[C:7]([O:9][CH3:10])=[O:8])[CH3:2]. The yield is 0.550. (7) The reactants are [CH3:1][C:2]([C:10]1[CH:15]=[CH:14][C:13]([N+:16]([O-])=O)=[CH:12][CH:11]=1)([CH3:9])[CH2:3][CH2:4][NH:5][C:6](=[O:8])[CH3:7].CC(C1C=CC([N+]([O-])=O)=CC=1)(C)CCN. The catalyst is CO.[Pd]. The product is [NH2:16][C:13]1[CH:12]=[CH:11][C:10]([C:2]([CH3:9])([CH3:1])[CH2:3][CH2:4][NH:5][C:6](=[O:8])[CH3:7])=[CH:15][CH:14]=1. The yield is 0.960. (8) The reactants are C1C=CC(P(N=[N+]=[N-])(C2C=CC=CC=2)=O)=CC=1.[Br:18][C:19]1[CH:24]=[CH:23][C:22]([NH:25][C:26]2[C:34](C(O)=O)=[C:33]3[N:29]([CH2:30][CH2:31][CH2:32]3)[C:28](=[O:38])[C:27]=2[F:39])=[C:21]([F:40])[CH:20]=1.C1(C)C=CC=CC=1.C[N:49]([CH:51]=[O:52])C. No catalyst specified. The product is [Br:18][C:19]1[CH:24]=[CH:23][C:22]([N:25]2[C:26]3[C:34](=[C:33]4[N:29]([C:28](=[O:38])[C:27]=3[F:39])[CH2:30][CH2:31][CH2:32]4)[NH:49][C:51]2=[O:52])=[C:21]([F:40])[CH:20]=1. The yield is 0.840. (9) The reactants are [C:1]([C:3]1[CH:4]=[N:5][CH:6]=[CH:7][CH:8]=1)#[N:2].[Cl-].[NH4+].[N-:11]=[N+:12]=[N-:13].[Na+]. The catalyst is COCCOC. The product is [NH:11]1[C:1]([C:3]2[CH:4]=[N:5][CH:6]=[CH:7][CH:8]=2)=[N:2][N:13]=[N:12]1. The yield is 0.460. (10) The reactants are [F:1][C:2]1[CH:3]=[C:4]([OH:9])[CH:5]=[CH:6][C:7]=1[F:8].F[C:11]1[CH:16]=[CH:15][CH:14]=[CH:13][C:12]=1[N+:17]([O-:19])=[O:18].[F:20][C:21]1[CH:22]=[C:23]([CH:32]=[CH:33][C:34]=1[F:35])[O:24][C:25]1[CH:31]=[CH:30][CH:29]=[CH:28][C:26]=1[NH2:27].[NH2:36][C:37]1[S:38][CH:39]=[CH:40][N:41]=1. No catalyst specified. The product is [F:1][C:2]1[CH:3]=[C:4]([CH:5]=[CH:6][C:7]=1[F:8])[O:9][C:11]1[CH:16]=[CH:15][CH:14]=[CH:13][C:12]=1[N+:17]([O-:19])=[O:18].[F:20][C:21]1[CH:22]=[C:23]([CH:32]=[CH:33][C:34]=1[F:35])[O:24][C:25]1[CH:31]=[CH:30][CH:29]=[CH:28][C:26]=1[NH:27][C:4]([NH:36][C:37]1[S:38][CH:39]=[CH:40][N:41]=1)=[O:9]. The yield is 0.600.